From a dataset of Forward reaction prediction with 1.9M reactions from USPTO patents (1976-2016). Predict the product of the given reaction. (1) Given the reactants [CH2:1]([O:8][C:9]1[CH:10]=[C:11]([CH:15]=[C:16]([C:18]([O:20][CH3:21])=[O:19])[CH:17]=1)C(O)=O)[C:2]1[CH:7]=[CH:6][CH:5]=[CH:4][CH:3]=1.[C:22]([OH:26])([CH3:25])([CH3:24])[CH3:23].C([N:29]([CH2:32]C)CC)C.C(OCC)(=[O:36])C, predict the reaction product. The product is: [CH2:1]([O:8][C:9]1[CH:17]=[C:16]([CH:15]=[C:11]([NH:29][C:32]([O:26][C:22]([CH3:25])([CH3:24])[CH3:23])=[O:36])[CH:10]=1)[C:18]([O:20][CH3:21])=[O:19])[C:2]1[CH:3]=[CH:4][CH:5]=[CH:6][CH:7]=1. (2) Given the reactants [ClH:1].[CH:2]1([CH2:5][O:6][CH2:7][CH:8]2[CH2:13][CH2:12][N:11](C(OC(C)(C)C)=O)[CH2:10][CH2:9]2)[CH2:4][CH2:3]1, predict the reaction product. The product is: [ClH:1].[CH:2]1([CH2:5][O:6][CH2:7][CH:8]2[CH2:13][CH2:12][NH:11][CH2:10][CH2:9]2)[CH2:3][CH2:4]1. (3) Given the reactants [CH3:1][C:2]([CH3:17])([CH2:12][C:13]([F:16])([F:15])[F:14])[C:3](=[O:11])[CH2:4][C:5]1[CH:10]=[CH:9][CH:8]=[CH:7][CH:6]=1.N1CCCC[CH2:19]1.C=O, predict the reaction product. The product is: [CH3:1][C:2]([CH3:17])([CH2:12][C:13]([F:14])([F:15])[F:16])[C:3](=[O:11])[C:4]([C:5]1[CH:10]=[CH:9][CH:8]=[CH:7][CH:6]=1)=[CH2:19]. (4) The product is: [Cl:17][CH2:18][C:19]1[N:10]=[C:8]([C:3]2[CH:4]=[CH:5][CH:6]=[CH:7][N:2]=2)[N:9]=[C:21]([OH:22])[CH:20]=1. Given the reactants Cl.[N:2]1[CH:7]=[CH:6][CH:5]=[CH:4][C:3]=1[C:8]([NH2:10])=[NH:9].CC(C)([O-])C.[K+].[Cl:17][CH2:18][C:19](=O)[CH2:20][C:21](OC)=[O:22], predict the reaction product. (5) Given the reactants [Br:1][C:2]1[N:7]=[C:6](Cl)[C:5]([NH:9][C:10]([NH:12][C:13](=[O:20])[C:14]2[CH:19]=[CH:18][CH:17]=[CH:16][CH:15]=2)=[S:11])=[CH:4][CH:3]=1.[O-]CC.[Na+].O, predict the reaction product. The product is: [Br:1][C:2]1[N:7]=[C:6]2[S:11][C:10]([NH:12][C:13](=[O:20])[C:14]3[CH:19]=[CH:18][CH:17]=[CH:16][CH:15]=3)=[N:9][C:5]2=[CH:4][CH:3]=1.